Dataset: Acute oral toxicity (LD50) regression data from Zhu et al.. Task: Regression/Classification. Given a drug SMILES string, predict its toxicity properties. Task type varies by dataset: regression for continuous values (e.g., LD50, hERG inhibition percentage) or binary classification for toxic/non-toxic outcomes (e.g., AMES mutagenicity, cardiotoxicity, hepatotoxicity). Dataset: ld50_zhu. (1) The molecule is CNC(=O)ON=C1SCOC1C(C)C. The rat oral LD50 is 4.13, given as -log10 of the dose in mol/kg body weight (higher means more acutely toxic). (2) The rat oral LD50 is 3.66, given as -log10 of the dose in mol/kg body weight (higher means more acutely toxic). The compound is COc1ccc2c(c1)c(CC(=O)Oc1cccc(C)c1)c(C)n2C(=O)c1ccc(Cl)cc1. (3) The molecule is C=CBr. The rat oral LD50 is 2.33, given as -log10 of the dose in mol/kg body weight (higher means more acutely toxic). (4) The drug is O=CC=O. The rat oral LD50 is 1.72, given as -log10 of the dose in mol/kg body weight (higher means more acutely toxic). (5) The compound is CCN(Cc1c(F)cccc1Cl)c1c([N+](=O)[O-])cc(C(F)(F)F)cc1[N+](=O)[O-]. The rat oral LD50 is 2.13, given as -log10 of the dose in mol/kg body weight (higher means more acutely toxic). (6) The drug is C=CC(Cl)=C(Cl)Cl. The rat oral LD50 is 2.37, given as -log10 of the dose in mol/kg body weight (higher means more acutely toxic). (7) The molecule is CCCOC(=O)C1COc2ccccc2O1. The rat oral LD50 is 1.48, given as -log10 of the dose in mol/kg body weight (higher means more acutely toxic).